Dataset: Forward reaction prediction with 1.9M reactions from USPTO patents (1976-2016). Task: Predict the product of the given reaction. (1) Given the reactants [Cl:1][C:2]1[CH:7]=[CH:6][C:5]([C:8]2[CH:13]=[CH:12][C:11]([C:14]([F:17])([F:16])[F:15])=[C:10]([CH:18]=[C:19]3[C:23]([CH3:25])([CH3:24])[O:22][C:21]([CH3:27])([CH3:26])[C:20]3=[O:28])[CH:9]=2)=[CH:4][CH:3]=1.[OH:29]O.[OH-].[Li+], predict the reaction product. The product is: [Cl:1][C:2]1[CH:3]=[CH:4][C:5]([C:8]2[CH:13]=[CH:12][C:11]([C:14]([F:16])([F:17])[F:15])=[C:10]([CH:18]3[C:19]4([C:20](=[O:28])[C:21]([CH3:27])([CH3:26])[O:22][C:23]4([CH3:24])[CH3:25])[O:29]3)[CH:9]=2)=[CH:6][CH:7]=1. (2) Given the reactants CC(C)([O-])C.[K+].[CH3:7][C:8]1[NH:34][C:11]2=[C:12]([N:24]3[CH2:33][CH2:32][C:31]4[C:26](=[CH:27][CH:28]=[CH:29][CH:30]=4)[CH2:25]3)[N:13]=[C:14]([CH2:16][N:17]3[CH2:22][CH2:21][N:20]([CH3:23])[CH2:19][CH2:18]3)[CH:15]=[C:10]2[C:9]=1[CH3:35].C1OCCOCCOCCOCCOCCOC1.[Cl:54][C:55]1[CH:56]=[C:57]([CH:60]=[CH:61][CH:62]=1)[CH2:58]Cl, predict the reaction product. The product is: [ClH:54].[Cl:54][C:55]1[CH:56]=[C:57]([CH:60]=[CH:61][CH:62]=1)[CH2:58][N:34]1[C:11]2=[C:12]([N:24]3[CH2:33][CH2:32][C:31]4[C:26](=[CH:27][CH:28]=[CH:29][CH:30]=4)[CH2:25]3)[N:13]=[C:14]([CH2:16][N:17]3[CH2:18][CH2:19][N:20]([CH3:23])[CH2:21][CH2:22]3)[CH:15]=[C:10]2[C:9]([CH3:35])=[C:8]1[CH3:7]. (3) Given the reactants [F:1][C:2]1[CH:3]=[CH:4][C:5]([C:26]2[C:31]([CH3:32])=[CH:30][C:29]([OH:33])=[CH:28][C:27]=2[CH3:34])=[C:6]2[C:10]=1[C@H:9]([O:11][C:12]1[CH:25]=[CH:24][C:15]3[C@H:16]([CH2:19][C:20]([O:22][CH3:23])=[O:21])[CH2:17][O:18][C:14]=3[CH:13]=1)[CH2:8][CH2:7]2.Cl.Cl[CH2:37][C:38]1[N:42]([CH3:43])[N:41]=[CH:40][CH:39]=1.C(=O)([O-])[O-].[K+].[K+], predict the reaction product. The product is: [CH3:34][C:27]1[CH:28]=[C:29]([O:33][CH2:37][C:38]2[N:42]([CH3:43])[N:41]=[CH:40][CH:39]=2)[CH:30]=[C:31]([CH3:32])[C:26]=1[C:5]1[CH:4]=[CH:3][C:2]([F:1])=[C:10]2[C:6]=1[CH2:7][CH2:8][C@H:9]2[O:11][C:12]1[CH:25]=[CH:24][C:15]2[C@H:16]([CH2:19][C:20]([O:22][CH3:23])=[O:21])[CH2:17][O:18][C:14]=2[CH:13]=1. (4) Given the reactants C[O:2][CH:3](OC)[CH2:4][N:5]1[C:9]2[N:10]=[C:11]([C:20]3[CH:26]=[CH:25][C:23]([NH2:24])=[CH:22][CH:21]=3)[N:12]=[C:13]([N:14]3[CH2:19][CH2:18][O:17][CH2:16][CH2:15]3)[C:8]=2[N:7]=[N:6]1.[C:29]1([N:35]=[C:36]=[O:37])[CH:34]=[CH:33][CH:32]=[CH:31][CH:30]=1, predict the reaction product. The product is: [N:14]1([C:13]2[C:8]3[N:7]=[N:6][N:5]([CH2:4][CH:3]=[O:2])[C:9]=3[N:10]=[C:11]([C:20]3[CH:26]=[CH:25][C:23]([NH:24][C:36]([NH:35][C:29]4[CH:34]=[CH:33][CH:32]=[CH:31][CH:30]=4)=[O:37])=[CH:22][CH:21]=3)[N:12]=2)[CH2:19][CH2:18][O:17][CH2:16][CH2:15]1. (5) Given the reactants [NH2:1][C:2]1[N:7]([CH2:8][CH2:9][CH2:10][CH2:11][CH3:12])[C:6](=[O:13])[NH:5][C:4](=[O:14])[CH:3]=1.CC(O)=O.Cl.[N:20]([O-])=[O:21].[Na+], predict the reaction product. The product is: [NH2:1][C:2]1[N:7]([CH2:8][CH2:9][CH2:10][CH2:11][CH3:12])[C:6](=[O:13])[NH:5][C:4](=[O:14])[C:3]=1[N:20]=[O:21]. (6) Given the reactants [Cl:1][CH2:2][CH2:3][CH2:4][CH:5]1[S:10][C:9]2[CH:11]=[CH:12][CH:13]=[CH:14][C:8]=2[NH:7][S:6]1(=[O:16])=[O:15].[F:17][C:18]1[CH:19]=[C:20](B(O)O)[CH:21]=[CH:22][CH:23]=1, predict the reaction product. The product is: [Cl:1][CH2:2][CH2:3][CH2:4][CH:5]1[S:10][C:9]2[CH:11]=[CH:12][CH:13]=[CH:14][C:8]=2[N:7]([C:22]2[CH:21]=[CH:20][CH:19]=[C:18]([F:17])[CH:23]=2)[S:6]1(=[O:15])=[O:16]. (7) Given the reactants [N+:1]([C:4]1[CH:5]=[C:6]([C:10]2[N:11]=[C:12]3[C:18]4[CH:19]=[CH:20][CH:21]=[CH:22][C:17]=4[NH:16][C:15]4[N:23]=[CH:24][CH:25]=[CH:26][C:14]=4[N:13]3[C:27]=2[C:28]2[CH:33]=[CH:32][C:31]([C:34]3([NH:38]C(=O)OC(C)(C)C)[CH2:37][CH2:36][CH2:35]3)=[CH:30][CH:29]=2)[CH:7]=[CH:8][CH:9]=1)([O-:3])=[O:2].[ClH:46].O1CCOCC1, predict the reaction product. The product is: [ClH:46].[ClH:46].[ClH:46].[N+:1]([C:4]1[CH:5]=[C:6]([C:10]2[N:11]=[C:12]3[C:18]4[CH:19]=[CH:20][CH:21]=[CH:22][C:17]=4[NH:16][C:15]4[N:23]=[CH:24][CH:25]=[CH:26][C:14]=4[N:13]3[C:27]=2[C:28]2[CH:29]=[CH:30][C:31]([C:34]3([NH2:38])[CH2:37][CH2:36][CH2:35]3)=[CH:32][CH:33]=2)[CH:7]=[CH:8][CH:9]=1)([O-:3])=[O:2].